Dataset: hERG Central: cardiac toxicity at 1µM, 10µM, and general inhibition. Task: Predict hERG channel inhibition at various concentrations. (1) The molecule is Cc1nn(C)cc1C(C(=O)NC1CCCCC1)N(C(=O)c1cnccn1)c1ccc(Oc2ccccc2)cc1. Results: hERG_inhib (hERG inhibition (general)): blocker. (2) The drug is Cc1nc2ccccc2c2oc(C(=O)N3CCN(C4CCCCC4)CC3)cc12. Results: hERG_inhib (hERG inhibition (general)): blocker. (3) Results: hERG_inhib (hERG inhibition (general)): blocker. The compound is COc1ccc(C(=O)C2CCCN(C(=O)c3cc(C(C)C)no3)C2)cc1F.